From a dataset of Reaction yield outcomes from USPTO patents with 853,638 reactions. Predict the reaction yield, written as a fraction of the theoretical maximum amount of product (1.0 means a 100% yield; for example, 0.34 means a 34% yield). (1) The reactants are [OH:1][B:2]1[C:6]2[CH:7]=[CH:8][C:9]([O:11][C:12]3[C:19]([O:20]COC)=[CH:18][C:15]([C:16]#[N:17])=[CH:14][N:13]=3)=[CH:10][C:5]=2[CH2:4][O:3]1.Cl.CCOCC. The catalyst is CO. The product is [OH:20][C:19]1[C:12]([O:11][C:9]2[CH:8]=[CH:7][C:6]3[B:2]([OH:1])[O:3][CH2:4][C:5]=3[CH:10]=2)=[N:13][CH:14]=[C:15]([CH:18]=1)[C:16]#[N:17]. The yield is 0.410. (2) The catalyst is CN(C=O)C. The yield is 0.410. The product is [CH3:9][CH:14]1[CH2:13][CH2:12][N:18]([CH2:4][CH2:5][CH2:6][N:7]2[C:15](=[O:16])[C:14]3[C:9](=[CH:10][CH:11]=[CH:12][CH:13]=3)[C:8]2=[O:17])[C:15]1=[O:16]. The reactants are [H-].[Na+].Br[CH2:4][CH2:5][CH2:6][N:7]1[C:15](=[O:16])[C:14]2[C:9](=[CH:10][CH:11]=[CH:12][CH:13]=2)[C:8]1=[O:17].[NH4+:18].[Cl-]. (3) The reactants are CC1(C)C(C)(C)OB([C:9]2[CH:17]=[CH:16][CH:15]=[C:14]3[C:10]=2[CH2:11][CH2:12][C@@H:13]3[NH:18][C:19](=[O:25])[O:20][C:21]([CH3:24])([CH3:23])[CH3:22])O1.[Br:27][C:28]1[N:32]=[C:31](Cl)[S:30][N:29]=1.N#N. The catalyst is COCCOC.O.C1C=CC([P]([Pd]([P](C2C=CC=CC=2)(C2C=CC=CC=2)C2C=CC=CC=2)([P](C2C=CC=CC=2)(C2C=CC=CC=2)C2C=CC=CC=2)[P](C2C=CC=CC=2)(C2C=CC=CC=2)C2C=CC=CC=2)(C2C=CC=CC=2)C2C=CC=CC=2)=CC=1. The product is [Br:27][C:28]1[N:32]=[C:31]([C:9]2[CH:17]=[CH:16][CH:15]=[C:14]3[C:10]=2[CH2:11][CH2:12][C@@H:13]3[NH:18][C:19](=[O:25])[O:20][C:21]([CH3:22])([CH3:23])[CH3:24])[S:30][N:29]=1. The yield is 0.350. (4) The reactants are [CH3:1][N:2]([C:10]([C:12]1[CH:17]=[CH:16][C:15]([C:18]2[CH:23]=[CH:22][C:21]([N+:24]([O-])=O)=[CH:20][CH:19]=2)=[CH:14][CH:13]=1)=[O:11])[C:3]([CH3:9])([C:5]([O:7][CH3:8])=[O:6])[CH3:4].Cl. The catalyst is C(O)C.[Fe]. The product is [NH2:24][C:21]1[CH:20]=[CH:19][C:18]([C:15]2[CH:16]=[CH:17][C:12]([C:10]([N:2]([CH3:1])[C:3]([CH3:4])([C:5]([O:7][CH3:8])=[O:6])[CH3:9])=[O:11])=[CH:13][CH:14]=2)=[CH:23][CH:22]=1. The yield is 0.820.